From a dataset of TCR-epitope binding with 47,182 pairs between 192 epitopes and 23,139 TCRs. Binary Classification. Given a T-cell receptor sequence (or CDR3 region) and an epitope sequence, predict whether binding occurs between them. (1) The epitope is FTYASALWEI. The TCR CDR3 sequence is CASSIVGTGTYEQYF. Result: 0 (the TCR does not bind to the epitope). (2) The epitope is GTHWFVTQR. The TCR CDR3 sequence is CASSQEWQGTGYTF. Result: 1 (the TCR binds to the epitope). (3) The epitope is NLSALGIFST. The TCR CDR3 sequence is CASSSGPRGGQPQHF. Result: 1 (the TCR binds to the epitope). (4) The epitope is FLPRVFSAV. The TCR CDR3 sequence is CASSAASGTDTQYF. Result: 0 (the TCR does not bind to the epitope). (5) The epitope is KRWIILGLNK. The TCR CDR3 sequence is CASSSPSGGAENEQFF. Result: 0 (the TCR does not bind to the epitope). (6) The epitope is FADDLNQLTGY. The TCR CDR3 sequence is CASSQEGRAGDTQYF. Result: 1 (the TCR binds to the epitope).